Dataset: Forward reaction prediction with 1.9M reactions from USPTO patents (1976-2016). Task: Predict the product of the given reaction. (1) Given the reactants [CH3:1][NH2:2].Cl.C[Al](C)C.CO[C:10](=[O:30])[CH2:11][CH:12]([C:21]1[CH:29]=[C:28]2[C:24]([CH:25]=[CH:26][NH:27]2)=[CH:23][CH:22]=1)[C:13]1[CH:18]=[CH:17][C:16]([O:19][CH3:20])=[CH:15][CH:14]=1, predict the reaction product. The product is: [NH:27]1[C:28]2[C:24](=[CH:23][CH:22]=[C:21]([CH:12]([C:13]3[CH:14]=[CH:15][C:16]([O:19][CH3:20])=[CH:17][CH:18]=3)[CH2:11][C:10]([NH:2][CH3:1])=[O:30])[CH:29]=2)[CH:25]=[CH:26]1. (2) Given the reactants [CH3:1][C:2]([Si:5]([CH3:18])([CH3:17])[O:6][CH2:7][CH2:8][C:9]1[O:10][C:11]([CH2:14][CH2:15][OH:16])=[CH:12][CH:13]=1)([CH3:4])[CH3:3].[H-].[Na+].[CH2:21](Br)[C:22]1[CH:27]=[CH:26][CH:25]=[CH:24][CH:23]=1.O, predict the reaction product. The product is: [CH3:4][C:2]([Si:5]([CH3:18])([CH3:17])[O:6][CH2:7][CH2:8][C:9]1[O:10][C:11]([CH2:14][CH2:15][O:16][CH2:21][C:22]2[CH:27]=[CH:26][CH:25]=[CH:24][CH:23]=2)=[CH:12][CH:13]=1)([CH3:1])[CH3:3]. (3) Given the reactants [Cl:1][C:2]1[CH:10]=[C:9]2[C:5]([C:6]([C:11]([N:13]3[CH2:18][CH2:17][N:16]([C:19]4[CH:24]=[CH:23][CH:22]=[CH:21][C:20]=4[O:25][CH3:26])[CH2:15][CH2:14]3)=[O:12])=[CH:7][NH:8]2)=[CH:4][CH:3]=1.Cl[CH2:28][CH2:29][N:30]([CH3:32])[CH3:31], predict the reaction product. The product is: [Cl:1][C:2]1[CH:10]=[C:9]2[C:5]([C:6]([C:11]([N:13]3[CH2:18][CH2:17][N:16]([C:19]4[CH:24]=[CH:23][CH:22]=[CH:21][C:20]=4[O:25][CH3:26])[CH2:15][CH2:14]3)=[O:12])=[CH:7][N:8]2[CH2:28][CH2:29][N:30]([CH3:32])[CH3:31])=[CH:4][CH:3]=1. (4) The product is: [F:1][C:2]1[C:3]2[CH2:14][CH2:13][C:12](=[CH:15][CH2:16][NH2:17])[C:4]=2[C:5]2[C:9]([CH:10]=1)=[N:8][N:7]([CH3:11])[CH:6]=2. Given the reactants [F:1][C:2]1[C:3]2[CH2:14][CH2:13][C:12](=[CH:15][C:16]#[N:17])[C:4]=2[C:5]2[C:9]([CH:10]=1)=[N:8][N:7]([CH3:11])[CH:6]=2.N.CO, predict the reaction product. (5) Given the reactants [Cl:1][C:2]1[CH:3]=[C:4]([C:9]2([C:28]([F:31])([F:30])[F:29])[S:13][N:12]=[C:11]([C:14]3[CH:26]=[CH:25][C:17]([C:18]([O:20]C(C)(C)C)=[O:19])=[C:16]([CH3:27])[CH:15]=3)[CH2:10]2)[CH:5]=[C:6]([Cl:8])[CH:7]=1.FC(F)(F)C(O)=O, predict the reaction product. The product is: [Cl:1][C:2]1[CH:3]=[C:4]([C:9]2([C:28]([F:30])([F:29])[F:31])[S:13][N:12]=[C:11]([C:14]3[CH:26]=[CH:25][C:17]([C:18]([OH:20])=[O:19])=[C:16]([CH3:27])[CH:15]=3)[CH2:10]2)[CH:5]=[C:6]([Cl:8])[CH:7]=1.